Predict the reaction yield, written as a fraction of the theoretical maximum amount of product (1.0 means a 100% yield; for example, 0.34 means a 34% yield). From a dataset of Reaction yield outcomes from USPTO patents with 853,638 reactions. The reactants are C([O:3][C:4](=O)[CH2:5][CH2:6][CH2:7][CH2:8][CH2:9]I)C.C(OC(=O)CCCCCCI)C.[CH:24]1[C:33]2[C:28](=[CH:29][CH:30]=[CH:31][CH:32]=2)[CH:27]=[CH:26][C:25]=1[C:34](Cl)=[O:35].C(Cl)(=O)C1C=CC=CC=1.[NH2:46][OH:47].Cl. The catalyst is C(N(CC)CC)C. The product is [OH:47][NH:46][C:4](=[O:3])[CH2:5][CH2:6][CH2:7][CH2:8][CH2:9][C:34]([C:25]1[CH:26]=[CH:27][C:28]2[C:33](=[CH:32][CH:31]=[CH:30][CH:29]=2)[CH:24]=1)=[O:35]. The yield is 0.550.